Dataset: Full USPTO retrosynthesis dataset with 1.9M reactions from patents (1976-2016). Task: Predict the reactants needed to synthesize the given product. (1) Given the product [I:1][C:2]1[CH:7]=[CH:6][C:5]2[N:8]([CH:9]([C:11]3[CH:16]=[CH:15][C:14]([O:17][CH2:18][C:19]4[CH:20]=[N:21][C:22]([C:25]([F:26])([F:28])[F:27])=[CH:23][CH:24]=4)=[C:13]([O:29][CH3:30])[CH:12]=3)[CH3:10])[CH:33]=[N:31][C:4]=2[CH:3]=1, predict the reactants needed to synthesize it. The reactants are: [I:1][C:2]1[CH:3]=[C:4]([NH2:31])[C:5]([NH:8][CH:9]([C:11]2[CH:16]=[CH:15][C:14]([O:17][CH2:18][C:19]3[CH:20]=[N:21][C:22]([C:25]([F:28])([F:27])[F:26])=[CH:23][CH:24]=3)=[C:13]([O:29][CH3:30])[CH:12]=2)[CH3:10])=[CH:6][CH:7]=1.Cl[CH2:33]C1C=CC(C(F)(F)F)=NC=1.C(OCC)(OCC)OCC.O.C1(C)C=CC(S(O)(=O)=O)=CC=1. (2) Given the product [C:1]([OH:14])(=[O:13])[CH2:2][CH2:3][CH2:4][CH2:5][CH2:6][CH2:7][CH2:8][CH2:9][C:10]([OH:12])=[O:11].[CH3:1][CH:2]([OH:15])[CH2:3][CH2:4][CH2:5][CH2:6][CH2:7][CH3:8], predict the reactants needed to synthesize it. The reactants are: [C:1]([OH:14])(=[O:13])[CH2:2][CH2:3][CH2:4][CH2:5][CH2:6][CH2:7][CH2:8][CH2:9][C:10]([OH:12])=[O:11].[OH-:15].[Na+].